This data is from Reaction yield outcomes from USPTO patents with 853,638 reactions. The task is: Predict the reaction yield, written as a fraction of the theoretical maximum amount of product (1.0 means a 100% yield; for example, 0.34 means a 34% yield). (1) The reactants are [CH:1]1[CH:2]=[C:3]2[C:10](=[O:11])[N:9]([CH:12]3[C:18](=[O:19])[NH:17][C:15](=[O:16])[CH2:14][CH2:13]3)[CH2:8][C:4]2=[C:5]([NH2:7])[CH:6]=1.[C:20](Cl)(=[O:23])[CH2:21][CH3:22]. The catalyst is N1C=CC=CC=1. The product is [O:19]=[C:18]1[CH:12]([N:9]2[CH2:8][C:4]3[C:3](=[CH:2][CH:1]=[CH:6][C:5]=3[NH:7][C:20](=[O:23])[CH2:21][CH3:22])[C:10]2=[O:11])[CH2:13][CH2:14][C:15](=[O:16])[NH:17]1. The yield is 0.500. (2) The reactants are [N:1]([C:4]1[CH:5]=[N:6][CH:7]=[CH:8][CH:9]=1)=[N+:2]=[N-:3].[C:10]([C:12]1[N:17]=[C:16]([C:18]2[N:23]=[CH:22][CH:21]=[CH:20][N:19]=2)[CH:15]=[CH:14][CH:13]=1)#[CH:11].[Na].O=C1O[C@H]([C@H](CO)O)C(O)=C1O. The catalyst is O.C(O)(C)(C)C.O.O.O.O.O.S([O-])([O-])(=O)=O.[Cu+2]. The product is [N:6]1[CH:7]=[CH:8][CH:9]=[C:4]([N:1]2[CH:11]=[C:10]([C:12]3[N:17]=[C:16]([C:18]4[N:23]=[CH:22][CH:21]=[CH:20][N:19]=4)[CH:15]=[CH:14][CH:13]=3)[N:3]=[N:2]2)[CH:5]=1. The yield is 0.100. (3) The reactants are [CH3:1][O:2][P:3]([CH2:7][C:8](=[O:10])[CH3:9])(=[O:6])[O:4][CH3:5].[H-].[Na+].CC1C=CC(S([N:23]=[N+:24]=[N-])(=O)=O)=CC=1. The catalyst is C1(C)C=CC=CC=1. The product is [CH3:1][O:2][P:3]([C:7](=[N+:23]=[N-:24])[C:8](=[O:10])[CH3:9])(=[O:6])[O:4][CH3:5]. The yield is 0.700. (4) The reactants are [CH3:1][N:2]([CH3:29])[C:3]1([C:8]2[N:12]3[CH:13]=[C:14]([O:17][C@H:18]4[C:27]5[C:22](=[CH:23][CH:24]=[CH:25][CH:26]=5)[C@@H:21]([NH2:28])[CH2:20][CH2:19]4)[CH:15]=[CH:16][C:11]3=[N:10][N:9]=2)[CH2:7][CH2:6][CH2:5][CH2:4]1.ClC(Cl)(Cl)C[O:33][C:34](=O)[NH:35][C:36]1[N:37]([C:45]2[CH:50]=[CH:49][C:48]([CH3:51])=[CH:47][CH:46]=2)[N:38]=[C:39]([C:41]([CH3:44])([CH3:43])[CH3:42])[CH:40]=1.CCN(C(C)C)C(C)C.O. The catalyst is O1CCOCC1.CCOC(C)=O. The product is [C:41]([C:39]1[CH:40]=[C:36]([NH:35][C:34]([NH:28][C@@H:21]2[C:22]3[C:27](=[CH:26][CH:25]=[CH:24][CH:23]=3)[C@H:18]([O:17][C:14]3[CH:15]=[CH:16][C:11]4[N:12]([C:8]([C:3]5([N:2]([CH3:29])[CH3:1])[CH2:7][CH2:6][CH2:5][CH2:4]5)=[N:9][N:10]=4)[CH:13]=3)[CH2:19][CH2:20]2)=[O:33])[N:37]([C:45]2[CH:50]=[CH:49][C:48]([CH3:51])=[CH:47][CH:46]=2)[N:38]=1)([CH3:44])([CH3:42])[CH3:43]. The yield is 0.130. (5) The reactants are [Br:1][C:2]1[CH:3]=[C:4]([C:8]#[C:9][C:10]2[CH:15]=[CH:14][C:13]([O:16][CH:17]([F:19])[F:18])=[C:12]([CH:20]3[CH2:22][CH2:21]3)[CH:11]=2)[CH:5]=[CH:6][CH:7]=1.C(=O)([O-])[O-:24].[Na+].[Na+].[Mn]([O-])(=O)(=O)=O.[K+].[Mn]([O-])(=O)(=O)=O.[OH2:40]. The catalyst is CC(C)=O. The product is [Br:1][C:2]1[CH:3]=[C:4]([C:8](=[O:24])[C:9]([C:10]2[CH:15]=[CH:14][C:13]([O:16][CH:17]([F:18])[F:19])=[C:12]([CH:20]3[CH2:22][CH2:21]3)[CH:11]=2)=[O:40])[CH:5]=[CH:6][CH:7]=1. The yield is 0.820. (6) The reactants are Br[C:2]1[N:7]=[CH:6][C:5]2[CH:8]=[C:9]([C:18]3[CH:19]=[N:20][N:21]([C:23]([O:25][C:26]([CH3:29])([CH3:28])[CH3:27])=[O:24])[CH:22]=3)[N:10]([C:11]([O:13][C:14]([CH3:17])([CH3:16])[CH3:15])=[O:12])[C:4]=2[CH:3]=1.[CH3:30][O:31][C:32]1[CH:37]=[C:36]([O:38][CH3:39])[CH:35]=[CH:34][C:33]=1[NH2:40]. No catalyst specified. The product is [C:26]([O:25][C:23]([N:21]1[CH:22]=[C:18]([C:9]2[N:10]([C:11]([O:13][C:14]([CH3:16])([CH3:15])[CH3:17])=[O:12])[C:4]3[CH:3]=[C:2]([NH:40][C:33]4[CH:34]=[CH:35][C:36]([O:38][CH3:39])=[CH:37][C:32]=4[O:31][CH3:30])[N:7]=[CH:6][C:5]=3[CH:8]=2)[CH:19]=[N:20]1)=[O:24])([CH3:27])([CH3:29])[CH3:28]. The yield is 0.530. (7) The reactants are [CH3:1][S:2]([CH2:5][C:6]1[CH:12]=[CH:11][C:9]([NH2:10])=[CH:8][CH:7]=1)(=[O:4])=[O:3].[I:13]N1C(=O)CCC1=O. The catalyst is CN(C)C=O. The product is [I:13][C:11]1[CH:12]=[C:6]([CH2:5][S:2]([CH3:1])(=[O:3])=[O:4])[CH:7]=[CH:8][C:9]=1[NH2:10]. The yield is 0.830. (8) The yield is 0.580. The reactants are [C:1]1([C:16]2[CH:21]=[CH:20][CH:19]=[CH:18][CH:17]=2)[CH:6]=[CH:5][C:4]([CH:7]([NH:14][CH3:15])[CH2:8][N:9]2[CH2:13][CH2:12][CH2:11][CH2:10]2)=[CH:3][CH:2]=1.[Cl:22][C:23]1[CH:24]=[C:25]([N:30]([CH3:35])[CH2:31][C:32]([OH:34])=O)[CH:26]=[CH:27][C:28]=1[Cl:29].C(N(CC)CC)C. The catalyst is ClCCl. The product is [C:1]1([C:16]2[CH:17]=[CH:18][CH:19]=[CH:20][CH:21]=2)[CH:6]=[CH:5][C:4]([CH:7]([N:14]([CH3:15])[C:32](=[O:34])[CH2:31][N:30]([C:25]2[CH:26]=[CH:27][C:28]([Cl:29])=[C:23]([Cl:22])[CH:24]=2)[CH3:35])[CH2:8][N:9]2[CH2:13][CH2:12][CH2:11][CH2:10]2)=[CH:3][CH:2]=1. (9) The reactants are [N:1]1[C:10]2[C:5](=[CH:6][CH:7]=[CH:8][CH:9]=2)[C:4]([CH:11]=[O:12])=[CH:3][CH:2]=1.[CH3:13][Mg]I.C(OCC)C. The catalyst is C1COCC1.C(=O)=O. The product is [N:1]1[C:10]2[C:5](=[CH:6][CH:7]=[CH:8][CH:9]=2)[C:4]([CH:11]([OH:12])[CH3:13])=[CH:3][CH:2]=1. The yield is 1.00. (10) The yield is 0.390. The catalyst is CN(C)C=O. The product is [O:14]1[C:15]2[CH:21]=[CH:20][CH:19]=[CH:18][C:16]=2[N:17]=[C:13]1[C:10]1[CH:11]=[CH:12][C:6]2[N:5]([CH2:4][CH2:3][O:2][CH3:1])[C:22]([CH3:23])=[N:8][C:7]=2[CH:9]=1. The reactants are [CH3:1][O:2][CH2:3][CH2:4][NH:5][C:6]1[CH:12]=[CH:11][C:10]([C:13]2[O:14][C:15]3[CH:21]=[CH:20][CH:19]=[CH:18][C:16]=3[N:17]=2)=[CH:9][C:7]=1[NH2:8].[CH:22](=O)[CH3:23].OOS([O-])=O.[K+].C(=O)([O-])[O-].[K+].[K+].